From a dataset of Catalyst prediction with 721,799 reactions and 888 catalyst types from USPTO. Predict which catalyst facilitates the given reaction. (1) Reactant: [F:1][C:2]1([F:19])[CH2:5][C:4]([CH2:17][OH:18])([C:6]2[CH:11]=[CH:10][CH:9]=[C:8]([O:12][C:13]([F:16])([F:15])[F:14])[CH:7]=2)[CH2:3]1.C(=O)(O)[O-].[Na+].CC(OI1(OC(C)=O)(OC(C)=O)OC(=O)C2C=CC=CC1=2)=O. Product: [F:1][C:2]1([F:19])[CH2:3][C:4]([C:6]2[CH:11]=[CH:10][CH:9]=[C:8]([O:12][C:13]([F:14])([F:15])[F:16])[CH:7]=2)([CH:17]=[O:18])[CH2:5]1. The catalyst class is: 4. (2) Reactant: Br[C:2]1[C:6]2[CH:7]=[C:8]([F:11])[CH:9]=[CH:10][C:5]=2[S:4][CH:3]=1.[Mg].II.[C:15]([O:19][C:20]([N:22]1[CH2:26][CH2:25][C:24]([CH2:29][CH2:30][C:31]([CH3:34])([CH3:33])[CH3:32])([CH:27]=[O:28])[CH2:23]1)=[O:21])([CH3:18])([CH3:17])[CH3:16]. Product: [C:15]([O:19][C:20]([N:22]1[CH2:26][CH2:25][C:24]([CH2:29][CH2:30][C:31]([CH3:34])([CH3:33])[CH3:32])([CH:27]([C:2]2[C:6]3[CH:7]=[C:8]([F:11])[CH:9]=[CH:10][C:5]=3[S:4][CH:3]=2)[OH:28])[CH2:23]1)=[O:21])([CH3:18])([CH3:17])[CH3:16]. The catalyst class is: 7. (3) Reactant: [C:1]([O:4][CH2:5][C:6]1[CH:7]=[CH:8][C:9]2[N:10]=[C:11]([Cl:17])[N:12]=[C:13](Cl)[C:14]=2[N:15]=1)(=[O:3])[CH3:2].[NH:18]1[CH2:23][CH2:22][O:21][CH2:20][CH2:19]1. Product: [C:1]([O:4][CH2:5][C:6]1[CH:7]=[CH:8][C:9]2[N:10]=[C:11]([Cl:17])[N:12]=[C:13]([N:18]3[CH2:23][CH2:22][O:21][CH2:20][CH2:19]3)[C:14]=2[N:15]=1)(=[O:3])[CH3:2]. The catalyst class is: 8. (4) Product: [C:1]([C:3]1[CH:4]=[CH:5][C:6]([S:25]([C:26]2[CH:27]=[C:28]([Cl:33])[CH:29]=[C:30]([Cl:32])[CH:31]=2)=[O:42])=[C:7]([S:9]([N:12]2[CH2:13][CH2:14][N:15]([C:18]([O:20][C:21]([CH3:24])([CH3:23])[CH3:22])=[O:19])[CH2:16][CH2:17]2)(=[O:11])=[O:10])[CH:8]=1)#[N:2]. The catalyst class is: 2. Reactant: [C:1]([C:3]1[CH:4]=[CH:5][C:6]([S:25][C:26]2[CH:31]=[C:30]([Cl:32])[CH:29]=[C:28]([Cl:33])[CH:27]=2)=[C:7]([S:9]([N:12]2[CH2:17][CH2:16][N:15]([C:18]([O:20][C:21]([CH3:24])([CH3:23])[CH3:22])=[O:19])[CH2:14][CH2:13]2)(=[O:11])=[O:10])[CH:8]=1)#[N:2].ClC1C=CC=C(C(OO)=[O:42])C=1. (5) Reactant: [N+:1]([C:4]1[CH:16]=[CH:15][C:14]2[C:13]3[C:8](=[CH:9][C:10]([N+:17]([O-:19])=[O:18])=[CH:11][CH:12]=3)[C:7](=[CH:20][C:21]([NH:23][CH2:24][CH2:25][CH2:26][CH2:27][CH2:28][C:29]([OH:31])=O)=[O:22])[C:6]=2[CH:5]=1)([O-:3])=[O:2].Cl.C(N=C=NCCCN(C)C)C.O[C:45]1[C:53]2[N:52]=N[NH:50][C:49]=2[CH:48]=[CH:47][CH:46]=1.C(N(CC)CC)C.C1(N)C=CC=CC=1N. Product: [N+:1]([C:4]1[CH:16]=[CH:15][C:14]2[C:13]3[C:8](=[CH:9][C:10]([N+:17]([O-:19])=[O:18])=[CH:11][CH:12]=3)[C:7](=[CH:20][C:21]([NH:23][CH2:24][CH2:25][CH2:26][CH2:27][CH2:28][C:29]([NH:50][C:49]3[CH:48]=[CH:47][CH:46]=[CH:45][C:53]=3[NH2:52])=[O:31])=[O:22])[C:6]=2[CH:5]=1)([O-:3])=[O:2]. The catalyst class is: 650. (6) Reactant: Cl.[NH2:2][OH:3].C(N(CC)CC)C.[Cl:11][C:12]1[CH:13]=[CH:14][C:15]2[N:16]([N:18]=[C:19]([C:30]3[CH:35]=[CH:34][CH:33]=[CH:32][CH:31]=3)[C:20]=2[CH2:21][C:22]2[N:27]=[C:26]([C:28]#[N:29])[CH:25]=[CH:24][CH:23]=2)[CH:17]=1. The catalyst class is: 8. Product: [Cl:11][C:12]1[CH:13]=[CH:14][C:15]2[N:16]([N:18]=[C:19]([C:30]3[CH:35]=[CH:34][CH:33]=[CH:32][CH:31]=3)[C:20]=2[CH2:21][C:22]2[N:27]=[C:26]([C:28]([NH:2][OH:3])=[NH:29])[CH:25]=[CH:24][CH:23]=2)[CH:17]=1. (7) Reactant: Br[C:2]1[S:3][CH:4]=[CH:5][CH:6]=1.[Cl:7][C:8]1[CH:13]=[C:12](B(O)O)[CH:11]=[CH:10][N:9]=1.C([O-])([O-])=O.[Na+].[Na+]. The catalyst class is: 3. Product: [Cl:7][C:8]1[CH:13]=[C:12]([C:2]2[S:3][CH:4]=[CH:5][CH:6]=2)[CH:11]=[CH:10][N:9]=1. (8) Product: [F:1][C:2]1[CH:7]=[CH:6][CH:5]=[CH:4][C:3]=1[N:8]1[C:16]2[C:11](=[C:12]([N:17]3[CH2:21][CH2:20][N:19]([S:31]([CH3:30])(=[O:33])=[O:32])[C:18]3=[O:22])[CH:13]=[CH:14][CH:15]=2)[CH:10]=[N:9]1. Reactant: [F:1][C:2]1[CH:7]=[CH:6][CH:5]=[CH:4][C:3]=1[N:8]1[C:16]2[C:11](=[C:12]([N:17]3[CH2:21][CH2:20][NH:19][C:18]3=[O:22])[CH:13]=[CH:14][CH:15]=2)[CH:10]=[N:9]1.C(N(CC)CC)C.[CH3:30][S:31](Cl)(=[O:33])=[O:32]. The catalyst class is: 2. (9) Reactant: [CH2:1]([O:8][C:9]1[CH:14]=[CH:13][C:12]([C:15]2[N:20]=[CH:19][N:18]=[C:17]([NH:21][C@H:22]([C:36]([O-:38])=[O:37])[CH2:23][C:24]3[CH:29]=[CH:28][CH:27]=[C:26]([O:30][CH2:31][CH2:32][N:33]([CH3:35])[CH3:34])[CH:25]=3)[CH:16]=2)=[CH:11][CH:10]=1)[C:2]1[CH:7]=[CH:6][CH:5]=[CH:4][CH:3]=1.[Li+].[OH-].Cl. Product: [CH2:1]([O:8][C:9]1[CH:10]=[CH:11][C:12]([C:15]2[N:20]=[CH:19][N:18]=[C:17]([NH:21][C@H:22]([C:36]([OH:38])=[O:37])[CH2:23][C:24]3[CH:29]=[CH:28][CH:27]=[C:26]([O:30][CH2:31][CH2:32][N:33]([CH3:35])[CH3:34])[CH:25]=3)[CH:16]=2)=[CH:13][CH:14]=1)[C:2]1[CH:3]=[CH:4][CH:5]=[CH:6][CH:7]=1. The catalyst class is: 1.